From a dataset of Full USPTO retrosynthesis dataset with 1.9M reactions from patents (1976-2016). Predict the reactants needed to synthesize the given product. (1) Given the product [Cl:8][C:6]1[CH:5]=[C:4]([C:9]2([C:22]([F:23])([F:25])[F:24])[O:13][C:12]([C:14]3[CH:19]=[CH:18][C:17]([S:26][CH2:27][C:28]([NH:30][CH2:31][C:32]([F:35])([F:34])[F:33])=[O:29])=[C:16]([CH3:21])[CH:15]=3)=[N:11][CH2:10]2)[CH:3]=[C:2]([Cl:1])[CH:7]=1, predict the reactants needed to synthesize it. The reactants are: [Cl:1][C:2]1[CH:3]=[C:4]([C:9]2([C:22]([F:25])([F:24])[F:23])[O:13][C:12]([C:14]3[CH:19]=[CH:18][C:17](F)=[C:16]([CH3:21])[CH:15]=3)=[N:11][CH2:10]2)[CH:5]=[C:6]([Cl:8])[CH:7]=1.[SH:26][CH2:27][C:28]([NH:30][CH2:31][C:32]([F:35])([F:34])[F:33])=[O:29].C(=O)([O-])[O-].[K+].[K+]. (2) Given the product [Br:1][C:2]1[CH:3]=[C:4]([CH2:10][CH2:11][N:12]([C:25](=[O:26])[CH2:24][Cl:23])[CH2:13][CH2:14][NH:15][C:16](=[O:22])[O:17][C:18]([CH3:19])([CH3:21])[CH3:20])[CH:5]=[CH:6][C:7]=1[C:8]#[N:9], predict the reactants needed to synthesize it. The reactants are: [Br:1][C:2]1[CH:3]=[C:4]([CH2:10][CH2:11][NH:12][CH2:13][CH2:14][NH:15][C:16](=[O:22])[O:17][C:18]([CH3:21])([CH3:20])[CH3:19])[CH:5]=[CH:6][C:7]=1[C:8]#[N:9].[Cl:23][CH2:24][C:25](Cl)=[O:26]. (3) Given the product [CH3:1][C:2]1[C:11]2[CH2:12][CH2:13][N:14]([CH2:15][CH2:16][C:17]3[CH:18]=[CH:19][CH:20]=[CH:21][CH:22]=3)[C:10]=2[C:9]2[CH:8]=[C:7]([C:23]([OH:25])=[O:24])[CH:6]=[CH:5][C:4]=2[N:3]=1, predict the reactants needed to synthesize it. The reactants are: [CH3:1][C:2]1[C:11]2[CH2:12][CH2:13][N:14]([CH2:15][CH2:16][C:17]3[CH:22]=[CH:21][CH:20]=[CH:19][CH:18]=3)[C:10]=2[C:9]2[CH:8]=[C:7]([C:23]([O:25]C)=[O:24])[CH:6]=[CH:5][C:4]=2[N:3]=1.[OH-].[Na+]. (4) Given the product [CH2:4]1[CH:3]=[CH:2][CH:1]=[CH:5]1.[CH-:6]1[CH:10]=[CH:9][CH:8]=[CH:7]1.[Fe+2:11], predict the reactants needed to synthesize it. The reactants are: [CH-:1]1[CH:5]=[CH:4][CH:3]=[CH:2]1.[CH-:6]1[CH:10]=[CH:9][CH:8]=[CH:7]1.[Fe+2:11].S(=O)(=O)(O)O. (5) Given the product [CH2:12]([CH:9]1[CH2:8][CH2:7][C:6]2[C:11](=[C:2]([C:28]3[C:27]4[C:22](=[CH:23][CH:24]=[CH:25][CH:26]=4)[C:21](=[O:39])[N:20]([CH3:19])[CH:29]=3)[CH:3]=[C:4]([NH:14][S:15]([CH3:18])(=[O:17])=[O:16])[CH:5]=2)[O:10]1)[CH3:13], predict the reactants needed to synthesize it. The reactants are: Br[C:2]1[CH:3]=[C:4]([NH:14][S:15]([CH3:18])(=[O:17])=[O:16])[CH:5]=[C:6]2[C:11]=1[O:10][CH:9]([CH2:12][CH3:13])[CH2:8][CH2:7]2.[CH3:19][N:20]1[CH:29]=[C:28](B2OC(C)(C)C(C)(C)O2)[C:27]2[C:22](=[CH:23][CH:24]=[CH:25][CH:26]=2)[C:21]1=[O:39].C([O-])([O-])=O.[K+].[K+]. (6) The reactants are: [C:1]([O:5][C:6](=[O:13])[NH:7][C@H:8]([C:10](=O)[NH2:11])[CH3:9])([CH3:4])([CH3:3])[CH3:2].F[B-](F)(F)F.C([O+](CC)CC)C.N[C:27]1[C:28]([NH:36][C:37]2[CH:42]=[CH:41][CH:40]=[CH:39][N:38]=2)=[C:29]([C:32]([F:35])=[CH:33][CH:34]=1)[C:30]#[N:31]. Given the product [C:1]([O:5][C:6](=[O:13])[NH:7][C@H:8]([C:10]1[N:36]([C:37]2[CH:42]=[CH:41][CH:40]=[CH:39][N:38]=2)[C:28]2[C:29]([C:30]#[N:31])=[C:32]([F:35])[CH:33]=[CH:34][C:27]=2[N:11]=1)[CH3:9])([CH3:4])([CH3:3])[CH3:2], predict the reactants needed to synthesize it. (7) Given the product [Li+:2].[Cl:3][C:4]1[CH:29]=[CH:28][C:7]([O:8][C:9]2[C:18]([C:19]3[C:20]([O:25][CH3:26])=[N:21][CH:22]=[CH:23][CH:24]=3)=[CH:17][C:12]([C:13]([O-:15])=[O:14])=[C:11]([F:27])[CH:10]=2)=[C:6]([O:30][CH3:31])[CH:5]=1, predict the reactants needed to synthesize it. The reactants are: [OH-].[Li+:2].[Cl:3][C:4]1[CH:29]=[CH:28][C:7]([O:8][C:9]2[C:18]([C:19]3[C:20]([O:25][CH3:26])=[N:21][CH:22]=[CH:23][CH:24]=3)=[CH:17][C:12]([C:13]([O:15]C)=[O:14])=[C:11]([F:27])[CH:10]=2)=[C:6]([O:30][CH3:31])[CH:5]=1.